From a dataset of Peptide-MHC class II binding affinity with 134,281 pairs from IEDB. Regression. Given a peptide amino acid sequence and an MHC pseudo amino acid sequence, predict their binding affinity value. This is MHC class II binding data. (1) The peptide sequence is DESIFINKLNGAMVE. The MHC is DRB1_1201 with pseudo-sequence DRB1_1201. The binding affinity (normalized) is 0.802. (2) The peptide sequence is INEPTAAAIAYGLDT. The MHC is HLA-DQA10401-DQB10402 with pseudo-sequence HLA-DQA10401-DQB10402. The binding affinity (normalized) is 0.553.